This data is from Full USPTO retrosynthesis dataset with 1.9M reactions from patents (1976-2016). The task is: Predict the reactants needed to synthesize the given product. (1) Given the product [CH3:8][C:6]1([CH3:7])[C:2]([CH3:20])([CH3:1])[O:3][B:4]([C:9]2[CH:10]=[C:11]([NH:19][C:33](=[O:44])[C:34]3[CH:39]=[CH:38][CH:37]=[C:36]([C:40]([F:41])([F:42])[F:43])[CH:35]=3)[CH:12]=[CH:13][C:14]=2[C:15]([F:18])([F:16])[F:17])[O:5]1, predict the reactants needed to synthesize it. The reactants are: [CH3:1][C:2]1([CH3:20])[C:6]([CH3:8])([CH3:7])[O:5][B:4]([C:9]2[CH:10]=[C:11]([NH2:19])[CH:12]=[CH:13][C:14]=2[C:15]([F:18])([F:17])[F:16])[O:3]1.ClC1C=C(N[C:33](=[O:44])[C:34]2[CH:39]=[CH:38][CH:37]=[C:36]([C:40]([F:43])([F:42])[F:41])[CH:35]=2)C=CC=1C(F)(F)F. (2) Given the product [C:16]([O:20][C:21](=[O:33])[CH2:22][N:23]([C:25]1[CH:30]=[C:29]([CH3:31])[N:28]=[C:27]([NH:15][C:5]2[CH:6]=[CH:7][C:8]([N:9]3[CH:13]=[C:12]([CH3:14])[N:11]=[CH:10]3)=[C:3]([O:2][CH3:1])[CH:4]=2)[N:26]=1)[CH3:24])([CH3:19])([CH3:18])[CH3:17], predict the reactants needed to synthesize it. The reactants are: [CH3:1][O:2][C:3]1[CH:4]=[C:5]([NH2:15])[CH:6]=[CH:7][C:8]=1[N:9]1[CH:13]=[C:12]([CH3:14])[N:11]=[CH:10]1.[C:16]([O:20][C:21](=[O:33])[CH2:22][N:23]([C:25]1[CH:30]=[C:29]([CH3:31])[N:28]=[C:27](Cl)[N:26]=1)[CH3:24])([CH3:19])([CH3:18])[CH3:17].C(=O)([O-])[O-].[K+].[K+]. (3) Given the product [F:1][C:2]1[CH:3]=[C:4]([C:24]2[CH:25]=[C:26]([CH2:30][NH:31][S:32]([CH2:35][CH3:36])(=[O:33])=[O:34])[CH:27]=[N:28][CH:29]=2)[CH:5]=[C:6]2[C:11]=1[N:10]([CH3:12])[C:9](=[O:13])[CH:8]=[CH:7]2, predict the reactants needed to synthesize it. The reactants are: [F:1][C:2]1[CH:3]=[C:4](B2OC(C)(C)C(C)(C)O2)[CH:5]=[C:6]2[C:11]=1[N:10]([CH3:12])[C:9](=[O:13])[CH2:8][CH2:7]2.Br[C:24]1[CH:25]=[C:26]([CH2:30][NH:31][S:32]([CH2:35][CH3:36])(=[O:34])=[O:33])[CH:27]=[N:28][CH:29]=1.C(=O)([O-])[O-].[Na+].[Na+]. (4) Given the product [CH2:22]([O:21][C:19]([CH:16]1[CH2:17][CH2:18][C:13]([OH:24])([C:11]([OH:8])=[O:12])[CH2:14][CH2:15]1)=[O:20])[CH3:23], predict the reactants needed to synthesize it. The reactants are: P([O-])(O)(O)=O.[Na+].Cl([O-])=[O:8].[Na+].[CH:11]([C:13]1([OH:24])[CH2:18][CH2:17][CH:16]([C:19]([O:21][CH2:22][CH3:23])=[O:20])[CH2:15][CH2:14]1)=[O:12].CC(=CC)C. (5) Given the product [CH2:34]([NH:33][C:31]([C:4]1[CH:5]=[C:6]([C:21]2[CH:26]=[CH:25][CH:24]=[C:23]([C:27]([F:30])([F:28])[F:29])[CH:22]=2)[C:7]([O:8][CH2:9][CH2:10][NH:11][C:12]([NH2:14])=[O:13])=[C:2]([Br:1])[CH:3]=1)=[O:32])[CH2:35][CH2:36][CH2:37][CH2:38][CH2:39][CH2:40][CH2:41][CH2:42][CH2:43][CH2:44][CH3:45], predict the reactants needed to synthesize it. The reactants are: [Br:1][C:2]1[CH:3]=[C:4]([C:31]([NH:33][CH2:34][CH2:35][CH2:36][CH2:37][CH2:38][CH2:39][CH2:40][CH2:41][C:42]2C=C[CH:45]=[CH:44][CH:43]=2)=[O:32])[CH:5]=[C:6]([C:21]2[CH:26]=[CH:25][CH:24]=[C:23]([C:27]([F:30])([F:29])[F:28])[CH:22]=2)[C:7]=1[O:8][CH2:9][CH2:10][NH:11][C:12]([NH:14]C(=O)C(Cl)(Cl)Cl)=[O:13].[OH-].[Na+]. (6) Given the product [CH3:1][O:2][C:3](=[O:20])[NH:4][C:5]1[CH:6]=[C:7]([C:29]2[CH:37]=[CH:36][CH:35]=[C:34]3[C:30]=2[CH:31]=[CH:32][N:33]3[Si:38]([CH:42]([CH3:44])[CH3:43])([CH:45]([CH3:47])[CH3:46])[CH:39]([CH3:40])[CH3:41])[CH:8]=[C:9]([C:11]([C:13]2[CH:14]=[N:15][CH:16]=[CH:17][CH:18]=2)=[O:12])[CH:10]=1, predict the reactants needed to synthesize it. The reactants are: [CH3:1][O:2][C:3](=[O:20])[NH:4][C:5]1[CH:10]=[C:9]([C:11]([C:13]2[CH:14]=[N:15][CH:16]=[CH:17][CH:18]=2)=[O:12])[CH:8]=[C:7](Br)[CH:6]=1.CC1(C)C(C)(C)OB([C:29]2[CH:37]=[CH:36][CH:35]=[C:34]3[C:30]=2[CH:31]=[CH:32][N:33]3[Si:38]([CH:45]([CH3:47])[CH3:46])([CH:42]([CH3:44])[CH3:43])[CH:39]([CH3:41])[CH3:40])O1.[O-]P([O-])([O-])=O.[K+].[K+].[K+]. (7) Given the product [F:1][C:2]1[CH:3]=[C:4]([C:14]([NH:15][CH2:16][C:17]2[CH:22]=[C:21]([C:23]3[CH:24]=[N:25][C:26]([C:29]([F:31])([F:32])[F:30])=[CH:27][CH:28]=3)[CH:20]=[C:19]([O:33][CH2:34][CH2:35][O:36][CH3:37])[N:18]=2)=[O:38])[NH:5][CH:6]=1, predict the reactants needed to synthesize it. The reactants are: [F:1][C:2]1[CH:3]=[C:4]([C:14](=[O:38])[NH:15][CH2:16][C:17]2[CH:22]=[C:21]([C:23]3[CH:24]=[N:25][C:26]([C:29]([F:32])([F:31])[F:30])=[CH:27][CH:28]=3)[CH:20]=[C:19]([O:33][CH2:34][CH2:35][O:36][CH3:37])[N:18]=2)[N:5](C(OC(C)(C)C)=O)[CH:6]=1.FC(F)(F)C(O)=O.